Dataset: Full USPTO retrosynthesis dataset with 1.9M reactions from patents (1976-2016). Task: Predict the reactants needed to synthesize the given product. (1) Given the product [CH2:4]([C:8]1[CH:13]=[C:12]([C:14](=[N:2][OH:3])[CH3:15])[CH:11]=[C:10]([CH3:17])[N:9]=1)[CH:5]([CH3:7])[CH3:6], predict the reactants needed to synthesize it. The reactants are: Cl.[NH2:2][OH:3].[CH2:4]([C:8]1[CH:13]=[C:12]([C:14](=O)[CH3:15])[CH:11]=[C:10]([CH3:17])[N:9]=1)[CH:5]([CH3:7])[CH3:6].CO. (2) Given the product [Cl:1][C:2]1[N:3]=[CH:4][C:5]2[S:10][CH:9]=[CH:8][C:6]=2[N:7]=1, predict the reactants needed to synthesize it. The reactants are: [Cl:1][C:2]1[N:3]=[C:4](Cl)[C:5]2[S:10][CH:9]=[CH:8][C:6]=2[N:7]=1.C([O-])(O)=O.[Na+]. (3) Given the product [Br:3][C:4]1[CH:5]=[CH:6][C:7]2[N:8]([CH2:21][CH:20]([OH:19])[CH2:22][NH:23][C:24]3[CH:29]=[CH:28][CH:27]=[CH:26][CH:25]=3)[C:9]3[C:14]([C:15]=2[CH:16]=1)=[CH:13][C:12]([O:17][CH3:18])=[CH:11][CH:10]=3, predict the reactants needed to synthesize it. The reactants are: [H-].[Na+].[Br:3][C:4]1[CH:5]=[CH:6][C:7]2[NH:8][C:9]3[C:14]([C:15]=2[CH:16]=1)=[CH:13][C:12]([O:17][CH3:18])=[CH:11][CH:10]=3.[O:19]1[CH2:21][CH:20]1[CH2:22][NH:23][C:24]1[CH:29]=[CH:28][CH:27]=[CH:26][CH:25]=1. (4) The reactants are: [Cl:1][C:2]1[CH:7]=[CH:6][C:5]([C:8]2[CH:9]=[C:10]([C:20]([OH:22])=O)[CH:11]=[N:12][C:13]=2[O:14][CH2:15][C:16]([F:19])([F:18])[F:17])=[CH:4][CH:3]=1.F[C:24](F)(F)[C:25]([OH:27])=O.C([SiH2]OC(C)(C)[CH:37]1[CH2:42][CH2:41][N:40]([NH2:43])[CH2:39][CH2:38]1)(C)(C)C. Given the product [Cl:1][C:2]1[CH:7]=[CH:6][C:5]([C:8]2[CH:9]=[C:10]([C:20]([NH:43][N:40]3[CH2:41][CH2:42][CH:37]([CH2:24][CH2:25][OH:27])[CH2:38][CH2:39]3)=[O:22])[CH:11]=[N:12][C:13]=2[O:14][CH2:15][C:16]([F:19])([F:18])[F:17])=[CH:4][CH:3]=1, predict the reactants needed to synthesize it.